From a dataset of Reaction yield outcomes from USPTO patents with 853,638 reactions. Predict the reaction yield, written as a fraction of the theoretical maximum amount of product (1.0 means a 100% yield; for example, 0.34 means a 34% yield). (1) The reactants are [CH3:1][CH:2]([CH2:4][C@H:5]([CH2:10][NH2:11])[CH2:6][C:7]([OH:9])=[O:8])[CH3:3].[OH-].[Na+].[C:14](O[C:14]([O:16][C:17]([CH3:20])([CH3:19])[CH3:18])=[O:15])([O:16][C:17]([CH3:20])([CH3:19])[CH3:18])=[O:15]. The catalyst is O.O1CCOCC1. The product is [C:17]([O:16][C:14]([NH:11][CH2:10][CH:5]([CH2:4][CH:2]([CH3:1])[CH3:3])[CH2:6][C:7]([OH:9])=[O:8])=[O:15])([CH3:20])([CH3:19])[CH3:18]. The yield is 0.980. (2) No catalyst specified. The yield is 0.740. The reactants are [CH3:1][O:2][C:3]1[CH:8]=[CH:7][CH:6]=[CH:5][C:4]=1B(O)O.Br[C:13]1[S:17][C:16]([S:18]([N:21]2[CH:25]=[CH:24][CH:23]=[CH:22]2)(=[O:20])=[O:19])=[CH:15][CH:14]=1. The product is [CH3:1][O:2][C:3]1[CH:8]=[CH:7][CH:6]=[CH:5][C:4]=1[C:13]1[S:17][C:16]([S:18]([N:21]2[CH:25]=[CH:24][CH:23]=[CH:22]2)(=[O:19])=[O:20])=[CH:15][CH:14]=1. (3) The reactants are [CH3:1][C:2]1([CH3:17])[C:10]2[C:5](=[CH:6][C:7]([N+:11]([O-])=O)=[CH:8][CH:9]=2)[N:4]([C:14](=[O:16])[CH3:15])[CH2:3]1. The catalyst is CO.[Pd]. The product is [NH2:11][C:7]1[CH:6]=[C:5]2[C:10]([C:2]([CH3:17])([CH3:1])[CH2:3][N:4]2[C:14](=[O:16])[CH3:15])=[CH:9][CH:8]=1. The yield is 0.610. (4) The reactants are [Cl:1][C:2]1[C:3]([O:12][C:13]2[CH:18]=[C:17]([O:19][CH:20]([CH3:22])[CH3:21])[CH:16]=[CH:15][C:14]=2/[CH:23]=[C:24](\[CH3:30])/[C:25]([O:27]CC)=[O:26])=[N:4][CH:5]=[C:6]([C:8]([F:11])([F:10])[F:9])[CH:7]=1.[OH-].[Na+].Cl. The catalyst is O1CCCC1.C(O)C. The product is [Cl:1][C:2]1[C:3]([O:12][C:13]2[CH:18]=[C:17]([O:19][CH:20]([CH3:21])[CH3:22])[CH:16]=[CH:15][C:14]=2/[CH:23]=[C:24](\[CH3:30])/[C:25]([OH:27])=[O:26])=[N:4][CH:5]=[C:6]([C:8]([F:10])([F:9])[F:11])[CH:7]=1. The yield is 0.620. (5) The reactants are S(S([O-])=O)([O-])=O.[Na+].[Na+].C(=O)([O-])O.[Na+].[F:14][C:15]([F:24])([F:23])[C:16]1[CH:22]=[CH:21][CH:20]=[CH:19][C:17]=1[NH2:18].[F:25][C:26](I)([F:31])[C:27]([F:30])([F:29])[F:28]. The catalyst is CN(C=O)C.C(OCC)(=O)C.O. The product is [F:25][C:26]([F:31])([C:21]1[CH:20]=[CH:19][C:17]([NH2:18])=[C:16]([C:15]([F:23])([F:24])[F:14])[CH:22]=1)[C:27]([F:30])([F:29])[F:28]. The yield is 0.210. (6) The reactants are [H-].[Al+3].[Li+].[H-].[H-].[H-].CO[C:9](=[O:20])[C:10]1[CH:15]=[CH:14][C:13](COC)=[N:12][C:11]=1[NH2:19].N.[O:22]1[CH2:26]CC[CH2:23]1. No catalyst specified. The product is [NH2:19][C:11]1[C:10]([CH2:9][OH:20])=[C:15]([CH2:23][O:22][CH3:26])[CH:14]=[CH:13][N:12]=1. The yield is 1.00. (7) The reactants are [NH2:1][C@H:2]1[CH2:7][CH2:6][CH2:5][N:4]([C:8]([O:10][C:11]([CH3:14])([CH3:13])[CH3:12])=[O:9])[CH2:3]1.Br[CH2:16][CH2:17][C:18]1[CH:23]=[CH:22][CH:21]=[CH:20][CH:19]=1.C(=O)([O-])[O-].[K+].[K+]. The catalyst is CN(C=O)C. The product is [C:18]1([CH2:17][CH2:16][NH:1][C@H:2]2[CH2:7][CH2:6][CH2:5][N:4]([C:8]([O:10][C:11]([CH3:14])([CH3:13])[CH3:12])=[O:9])[CH2:3]2)[CH:23]=[CH:22][CH:21]=[CH:20][CH:19]=1. The yield is 0.520. (8) The reactants are [CH:1]([C:3]1[CH:8]=[CH:7][C:6]([C:9]#[C:10][C:11]2[CH:18]=[CH:17][C:14]([C:15]#[N:16])=[CH:13][CH:12]=2)=[CH:5][CH:4]=1)=O.[NH:19]1[CH2:24][CH2:23][O:22][CH2:21][CH2:20]1.C(O[BH-](OC(=O)C)OC(=O)C)(=O)C.[Na+]. The catalyst is C(Cl)(Cl)Cl. The product is [N:19]1([CH2:1][C:3]2[CH:8]=[CH:7][C:6]([C:9]#[C:10][C:11]3[CH:18]=[CH:17][C:14]([C:15]#[N:16])=[CH:13][CH:12]=3)=[CH:5][CH:4]=2)[CH2:24][CH2:23][O:22][CH2:21][CH2:20]1. The yield is 0.970. (9) The reactants are [NH:1]1[C:9]2[C:4](=[CH:5][CH:6]=[CH:7][CH:8]=2)[CH:3]=[C:2]1[CH2:10][C:11]([O:13][CH2:14][CH3:15])=[O:12].[C:16](=O)([O:22]C(C)(C)C)[O:17][C:18]([CH3:21])([CH3:20])[CH3:19]. The catalyst is ClCCl.CN(C)C1C=CN=CC=1. The product is [CH2:14]([O:13][C:11]([CH2:10][C:2]1[N:1]([C:16]([O:17][C:18]([CH3:21])([CH3:20])[CH3:19])=[O:22])[C:9]2[C:4]([CH:3]=1)=[CH:5][CH:6]=[CH:7][CH:8]=2)=[O:12])[CH3:15]. The yield is 0.910.